This data is from Full USPTO retrosynthesis dataset with 1.9M reactions from patents (1976-2016). The task is: Predict the reactants needed to synthesize the given product. (1) Given the product [C:1]([O:20][C:19]([C:16]1[CH:15]=[CH:14][C:13]([Br:12])=[CH:18][N:17]=1)=[O:21])([CH3:11])([CH3:6])[CH3:2], predict the reactants needed to synthesize it. The reactants are: [C:1]1([CH3:11])[CH:6]=CC(S(Cl)(=O)=O)=C[CH:2]=1.[Br:12][C:13]1[CH:14]=[CH:15][C:16]([C:19]([OH:21])=[O:20])=[N:17][CH:18]=1.N1C=CC=CC=1.C(=O)([O-])O.[Na+]. (2) Given the product [Cl:1][C:2]1[N:3]=[C:4]([C:18]#[N:19])[NH:5][C:6]=1[C:7]1[CH:8]=[C:9]([CH:14]=[CH:15][C:16]=1[CH3:17])[C:10]([OH:12])=[O:11], predict the reactants needed to synthesize it. The reactants are: [Cl:1][C:2]1[N:3]=[C:4]([C:18]#[N:19])[NH:5][C:6]=1[C:7]1[CH:8]=[C:9]([CH:14]=[CH:15][C:16]=1[CH3:17])[C:10]([O:12]C)=[O:11].[Li+].[OH-]. (3) The reactants are: [FH:1].C(=O)=O.CC(C)=O.[CH3:9][O:10][C:11]1[C:12]([N+:19]([O-:21])=[O:20])=[CH:13][C:14]([CH3:18])=[C:15]([CH:17]=1)N.N([O-])=O.[Na+]. Given the product [F:1][C:15]1[CH:17]=[C:11]([O:10][CH3:9])[C:12]([N+:19]([O-:21])=[O:20])=[CH:13][C:14]=1[CH3:18], predict the reactants needed to synthesize it.